Task: Predict the reactants needed to synthesize the given product.. Dataset: Full USPTO retrosynthesis dataset with 1.9M reactions from patents (1976-2016) (1) The reactants are: [C:1]([C:3]1[CH:4]=[C:5]([C:13]2[O:17][N:16]=[C:15]([C:18]3[CH:27]=[CH:26][CH:25]=[C:24]4[C:19]=3[CH2:20][CH2:21][N:22]([C:28](=[O:40])[C@H:29]([NH:32]C(=O)OC(C)(C)C)[CH2:30][OH:31])[CH2:23]4)[N:14]=2)[CH:6]=[CH:7][C:8]=1[O:9][CH:10]([CH3:12])[CH3:11])#[N:2].[ClH:41].CCOCC. Given the product [ClH:41].[CH3:12][CH:10]([O:9][C:8]1[CH:7]=[CH:6][C:5]([C:13]2[O:17][N:16]=[C:15]([C:18]3[CH:27]=[CH:26][CH:25]=[C:24]4[C:19]=3[CH2:20][CH2:21][N:22]([C:28](=[O:40])[C@@H:29]([CH2:30][OH:31])[NH2:32])[CH2:23]4)[N:14]=2)=[CH:4][C:3]=1[C:1]#[N:2])[CH3:11], predict the reactants needed to synthesize it. (2) Given the product [ClH:45].[C:94]1([CH:52]([C:46]2[CH:47]=[CH:48][CH:49]=[CH:50][CH:51]=2)[CH2:53][NH:54][C:55]2[N:63]=[C:62]([N:64]3[CH2:68][CH2:67][C@@H:66]([NH:69][C:70]([NH:72][CH2:73][C:74]4[CH:79]=[CH:78][N:1]=[CH:76][N:75]=4)=[O:71])[CH2:65]3)[N:61]=[C:60]3[C:56]=2[N:57]=[CH:58][N:59]3[C@@H:80]2[CH2:84][C@H:83]([N:85]3[N:89]=[N:88][C:87]([CH2:90][CH3:91])=[N:86]3)[C@@H:82]([OH:92])[C@H:81]2[OH:93])[CH:95]=[CH:96][CH:97]=[CH:98][CH:99]=1, predict the reactants needed to synthesize it. The reactants are: [NH2:1][C@@H]1CCN(C2N=C3C(N=CN3[C@@H]3C[C@H](N4N=NC(CC)=N4)[C@@H](O)[C@H]3O)=C(NCC(C3C=CC=CC=3)C3C=CC=CC=3)N=2)C1.[ClH:45].[C:46]1([CH:52]([C:94]2[CH:99]=[CH:98][CH:97]=[CH:96][CH:95]=2)[CH2:53][NH:54][C:55]2[N:63]=[C:62]([N:64]3[CH2:68][CH2:67][C@@H:66]([NH:69][C:70]([NH:72][CH2:73][C:74]4[CH:79]=[CH:78]C=[CH:76][N:75]=4)=[O:71])[CH2:65]3)[N:61]=[C:60]3[C:56]=2[N:57]=[CH:58][N:59]3[C@@H:80]2[CH2:84][C@H:83]([N:85]3[N:89]=[N:88][C:87]([CH2:90][CH3:91])=[N:86]3)[C@@H:82]([OH:92])[C@H:81]2[OH:93])[CH:51]=[CH:50][CH:49]=[CH:48][CH:47]=1.N1C=CC(CN)=NC=1. (3) Given the product [CH2:1]([N:8]1[C:12](=[O:13])[N:11]([CH2:14][CH2:15][OH:16])[C:10](=[O:25])[S:9]1)[C:2]1[CH:7]=[CH:6][CH:5]=[CH:4][CH:3]=1, predict the reactants needed to synthesize it. The reactants are: [CH2:1]([N:8]1[C:12](=[O:13])[N:11]([CH2:14][CH2:15][O:16]C(=O)C2C=CC=CC=2)[C:10](=[O:25])[S:9]1)[C:2]1[CH:7]=[CH:6][CH:5]=[CH:4][CH:3]=1.Cl.C(OCC)(=O)C. (4) Given the product [Cl:29][C:26]1[CH:27]=[CH:28][C:23]([C:21]2[CH2:20][O:11][C:10](=[O:12])[C:9]=2[C:6]2[CH:5]=[CH:4][C:3]([C:1]#[N:2])=[CH:8][CH:7]=2)=[CH:24][CH:25]=1, predict the reactants needed to synthesize it. The reactants are: [C:1]([C:3]1[CH:8]=[CH:7][C:6]([CH2:9][C:10]([OH:12])=[O:11])=[CH:5][CH:4]=1)#[N:2].CC(C)([O-])C.[K+].Br[CH2:20][C:21]([C:23]1[CH:28]=[CH:27][C:26]([Cl:29])=[CH:25][CH:24]=1)=O.CCN(CC)CC. (5) Given the product [C:16]([NH:24][C:25]([NH:15][C:12]1[CH:13]=[N:14][C:9]([O:8][C:7]2[C:2]([CH3:1])=[N:3][CH:4]=[CH:5][CH:6]=2)=[CH:10][CH:11]=1)=[S:26])(=[O:23])[C:17]1[CH:22]=[CH:21][CH:20]=[CH:19][CH:18]=1, predict the reactants needed to synthesize it. The reactants are: [CH3:1][C:2]1[C:7]([O:8][C:9]2[N:14]=[CH:13][C:12]([NH2:15])=[CH:11][CH:10]=2)=[CH:6][CH:5]=[CH:4][N:3]=1.[C:16]([N:24]=[C:25]=[S:26])(=[O:23])[C:17]1[CH:22]=[CH:21][CH:20]=[CH:19][CH:18]=1.